From a dataset of Forward reaction prediction with 1.9M reactions from USPTO patents (1976-2016). Predict the product of the given reaction. Given the reactants [NH2:1][C:2]1[N:3]([CH3:27])[C:4](=[O:26])[C:5]([C:18]2[CH:23]=[CH:22][C:21]([F:24])=[C:20](Br)[CH:19]=2)([C:7]2[CH:12]=[CH:11][C:10]([O:13][CH:14]([F:16])[F:15])=[C:9]([CH3:17])[CH:8]=2)[N:6]=1.N1[CH2:32][CH2:31][CH2:30][CH2:29]1.[CH:33]#CCCC.N#N, predict the reaction product. The product is: [NH2:1][C:2]1[N:3]([CH3:27])[C:4](=[O:26])[C:5]([C:7]2[CH:12]=[CH:11][C:10]([O:13][CH:14]([F:16])[F:15])=[C:9]([CH3:17])[CH:8]=2)([C:18]2[CH:23]=[CH:22][C:21]([F:24])=[C:20]([C:29]#[C:30][CH:31]([CH3:32])[CH3:33])[CH:19]=2)[N:6]=1.